This data is from Reaction yield outcomes from USPTO patents with 853,638 reactions. The task is: Predict the reaction yield, written as a fraction of the theoretical maximum amount of product (1.0 means a 100% yield; for example, 0.34 means a 34% yield). (1) The catalyst is O1CCOCC1.C1C=CC([P]([Pd]([P](C2C=CC=CC=2)(C2C=CC=CC=2)C2C=CC=CC=2)([P](C2C=CC=CC=2)(C2C=CC=CC=2)C2C=CC=CC=2)[P](C2C=CC=CC=2)(C2C=CC=CC=2)C2C=CC=CC=2)(C2C=CC=CC=2)C2C=CC=CC=2)=CC=1. The product is [Cl:1][C:2]1[CH:7]=[CH:6][N:5]=[C:4]2[N:8]([CH2:12][O:13][CH2:14][CH2:15][Si:16]([CH3:19])([CH3:18])[CH3:17])[C:9]([C:20]3[CH:25]=[CH:24][CH:23]=[CH:22][CH:21]=3)=[CH:10][C:3]=12. The reactants are [Cl:1][C:2]1[CH:7]=[CH:6][N:5]=[C:4]2[N:8]([CH2:12][O:13][CH2:14][CH2:15][Si:16]([CH3:19])([CH3:18])[CH3:17])[C:9](I)=[CH:10][C:3]=12.[C:20]1(B(O)O)[CH:25]=[CH:24][CH:23]=[CH:22][CH:21]=1.C(=O)([O-])[O-].[K+].[K+]. The yield is 0.630. (2) The reactants are [CH3:1][C:2]1[CH:7]=[C:6]([N:8]2[CH2:13][CH2:12][C:11](=O)[CH2:10][CH2:9]2)[CH:5]=[CH:4][N:3]=1.C([O-])(=O)C.[NH4+:19].C(O[BH-](OC(=O)C)OC(=O)C)(=O)C.[Na+]. The catalyst is C(O)(=O)C. The product is [CH3:1][C:2]1[CH:7]=[C:6]([N:8]2[CH2:13][CH2:12][CH:11]([NH2:19])[CH2:10][CH2:9]2)[CH:5]=[CH:4][N:3]=1. The yield is 0.790. (3) The reactants are C([O:3][C:4](=[O:42])[C@H:5]([CH2:35][CH2:36][C:37]([O:39]CC)=[O:38])[NH:6][C:7](=[O:34])[C:8]1[CH:13]=[CH:12][C:11]([NH:14][S:15]([C:18]2[CH:19]=[CH:20][C:21]3[CH2:30][CH2:29][C:28]4[N:27]=[C:26]([CH3:31])[NH:25][C:24](=[O:32])[C:23]=4[C:22]=3[CH:33]=2)(=[O:17])=[O:16])=[CH:10][CH:9]=1)C.Cl. No catalyst specified. The product is [CH3:31][C:26]1[NH:25][C:24](=[O:32])[C:23]2[C:22]3[CH:33]=[C:18]([S:15]([NH:14][C:11]4[CH:12]=[CH:13][C:8]([C:7]([NH:6][C@H:5]([C:4]([OH:42])=[O:3])[CH2:35][CH2:36][C:37]([OH:39])=[O:38])=[O:34])=[CH:9][CH:10]=4)(=[O:16])=[O:17])[CH:19]=[CH:20][C:21]=3[CH2:30][CH2:29][C:28]=2[N:27]=1. The yield is 0.960. (4) The reactants are [Br:1][C:2]1[CH:10]=[CH:9][C:8]([S:11]([CH2:14][CH3:15])(=[O:13])=[O:12])=[CH:7][C:3]=1[C:4](O)=[O:5].C(N1C=CN=C1)([N:18]1C=CN=C1)=O.N.C(Cl)Cl. The catalyst is C1COCC1. The product is [Br:1][C:2]1[CH:10]=[CH:9][C:8]([S:11]([CH2:14][CH3:15])(=[O:13])=[O:12])=[CH:7][C:3]=1[C:4]([NH2:18])=[O:5]. The yield is 0.280. (5) The reactants are [C:1]([C:3]1[C:7]([CH:8]=[CH2:9])=[C:6]([C:10]2[N:14]=[CH:13][N:12]([CH:15]3[CH2:20][CH2:19][CH2:18][CH2:17][O:16]3)[N:11]=2)[S:5][C:4]=1[C:21]1[CH:26]=[CH:25][N:24]=[C:23]([NH:27][C:28](=[O:31])[O:29][CH3:30])[CH:22]=1)#[N:2].C[N+]1([O-])CC[O:36]CC1.[OH2:40]. The catalyst is C(O)(C)(C)C.CC(C)=O.C(Cl)Cl.CO.[Os](=O)(=O)(=O)=O.O. The product is [C:1]([C:3]1[C:7]([CH:8]([OH:36])[CH2:9][OH:40])=[C:6]([C:10]2[N:14]=[CH:13][N:12]([CH:15]3[CH2:20][CH2:19][CH2:18][CH2:17][O:16]3)[N:11]=2)[S:5][C:4]=1[C:21]1[CH:26]=[CH:25][N:24]=[C:23]([NH:27][C:28](=[O:31])[O:29][CH3:30])[CH:22]=1)#[N:2]. The yield is 0.576. (6) The reactants are [Cl:1][C:2]1[CH:3]=[C:4]([NH:10][C:11]2[CH:16]=[CH:15][C:14]([N:17]3[CH2:22][CH2:21][NH:20][CH2:19][C@@H:18]3[CH3:23])=[CH:13][N:12]=2)[C:5](=[O:9])[N:6]([CH3:8])[N:7]=1.[O:24]1[CH2:27][C:26](=O)[CH2:25]1.[BH3-]C#N.[Na+].O. The yield is 0.750. The catalyst is CO.[Cl-].[Zn+2].[Cl-]. The product is [Cl:1][C:2]1[CH:3]=[C:4]([NH:10][C:11]2[CH:16]=[CH:15][C:14]([N:17]3[CH2:22][CH2:21][N:20]([CH:26]4[CH2:27][O:24][CH2:25]4)[CH2:19][C@@H:18]3[CH3:23])=[CH:13][N:12]=2)[C:5](=[O:9])[N:6]([CH3:8])[N:7]=1. (7) The reactants are FC(F)(F)S(O[C:7]1[CH:15]=[CH:14][C:13]([C:16]2[N:17]([C:32]([O:34][C:35]([CH3:38])([CH3:37])[CH3:36])=[O:33])[C:18]3[C:23]([CH:24]=2)=[CH:22][C:21]([CH2:25][N:26]2[CH2:31][CH2:30][CH2:29][CH2:28][CH2:27]2)=[CH:20][CH:19]=3)=[C:12]2[C:8]=1[CH2:9][NH:10][C:11]2=[O:39])(=O)=O.[NH2:42][C:43]([C:45]1[CH:46]=[C:47](B(O)O)[CH:48]=[CH:49][CH:50]=1)=[O:44].C(=O)([O-])[O-].[K+].[K+].O. The catalyst is C(COC)OC. The product is [C:43]([C:45]1[CH:50]=[C:49]([C:7]2[CH:15]=[CH:14][C:13]([C:16]3[N:17]([C:32]([O:34][C:35]([CH3:38])([CH3:37])[CH3:36])=[O:33])[C:18]4[C:23]([CH:24]=3)=[CH:22][C:21]([CH2:25][N:26]3[CH2:27][CH2:28][CH2:29][CH2:30][CH2:31]3)=[CH:20][CH:19]=4)=[C:12]3[C:8]=2[CH2:9][NH:10][C:11]3=[O:39])[CH:48]=[CH:47][CH:46]=1)(=[O:44])[NH2:42]. The yield is 0.470. (8) The reactants are [C:1]([C:5]1[CH:6]=[C:7]([NH:17][C:18]([NH:20][C@@H:21]2[C:30]3[C:25](=[CH:26][CH:27]=[CH:28][CH:29]=3)[C@H:24]([O:31][C:32]3[CH:33]=[CH:34][C:35]4[N:36]([C:38]([CH2:41][CH:42]5[CH2:47][CH2:46][NH:45][CH2:44][CH2:43]5)=[N:39][N:40]=4)[CH:37]=3)[CH2:23][CH2:22]2)=[O:19])[N:8]([C:10]2[CH:15]=[CH:14][C:13]([CH3:16])=[CH:12][CH:11]=2)[N:9]=1)([CH3:4])([CH3:3])[CH3:2].C=O.[CH3:50]C(O)=O.[BH-](OC(C)=O)(OC(C)=O)OC(C)=O.[Na+]. The catalyst is C(Cl)Cl.CO. The product is [NH4+:8].[OH-:19].[C:1]([C:5]1[CH:6]=[C:7]([NH:17][C:18]([NH:20][C@@H:21]2[C:30]3[C:25](=[CH:26][CH:27]=[CH:28][CH:29]=3)[C@H:24]([O:31][C:32]3[CH:33]=[CH:34][C:35]4[N:36]([C:38]([CH2:41][CH:42]5[CH2:43][CH2:44][N:45]([CH3:50])[CH2:46][CH2:47]5)=[N:39][N:40]=4)[CH:37]=3)[CH2:23][CH2:22]2)=[O:19])[N:8]([C:10]2[CH:11]=[CH:12][C:13]([CH3:16])=[CH:14][CH:15]=2)[N:9]=1)([CH3:4])([CH3:2])[CH3:3]. The yield is 0.00100. (9) The yield is 0.0500. The product is [C:9]([O:13][C:14]([N:16]1[CH2:21][CH2:20][CH:19]([CH2:22][S:8][C:3]2[CH:4]=[CH:5][CH:6]=[CH:7][C:2]=2[F:1])[CH2:18][CH2:17]1)=[O:15])([CH3:12])([CH3:10])[CH3:11]. The reactants are [F:1][C:2]1[CH:7]=[CH:6][CH:5]=[CH:4][C:3]=1[SH:8].[C:9]([O:13][C:14]([N:16]1[CH2:21][CH2:20][CH:19]([CH2:22]O)[CH2:18][CH2:17]1)=[O:15])([CH3:12])([CH3:11])[CH3:10].C1(P(C2C=CC=CC=2)C2C=CC=CC=2)C=CC=CC=1.N(C(OCC)=O)=NC(OCC)=O. The catalyst is O1CCCC1. (10) The reactants are [CH2:1]1[C:10]2[C:5](=[CH:6][CH:7]=[CH:8][CH:9]=2)[CH2:4][CH2:3][NH:2]1.C([O-])([O-])=O.[K+].[K+].Br[CH2:18][CH:19]1[CH2:21][O:20]1. The catalyst is CC#N. The product is [O:20]1[CH2:21][CH:19]1[CH2:18][N:2]1[CH2:3][CH2:4][C:5]2[C:10](=[CH:9][CH:8]=[CH:7][CH:6]=2)[CH2:1]1. The yield is 0.750.